From a dataset of Catalyst prediction with 721,799 reactions and 888 catalyst types from USPTO. Predict which catalyst facilitates the given reaction. (1) Reactant: Br[C:2]1[C:3]([C:10]#[N:11])=[CH:4][S:5][C:6]=1[N+:7]([O-:9])=[O:8].C([Sn](CCCC)(CCCC)[C:17]1[N:18]=[CH:19][S:20][CH:21]=1)CCC.O1CCOCC1. Product: [N+:7]([C:6]1[S:5][CH:4]=[C:3]([C:10]#[N:11])[C:2]=1[C:17]1[N:18]=[CH:19][S:20][CH:21]=1)([O-:9])=[O:8]. The catalyst class is: 455. (2) Reactant: [F:1][C:2]1[CH:3]=[C:4]([C@@H:9]2[CH2:13][N:12]([CH2:14][CH2:15][O:16][CH3:17])[CH2:11][C@H:10]2[NH2:18])[CH:5]=[CH:6][C:7]=1[F:8].[CH:19]1([N:25]2[C:29]([NH:30][C:31](=O)[O:32]C3C=CC=CC=3)=[C:28]([CH3:40])[C:27]([CH3:41])=[N:26]2)[CH2:24][CH2:23][CH2:22][CH2:21][CH2:20]1.CCN(C(C)C)C(C)C. Product: [CH:19]1([N:25]2[C:29]([NH:30][C:31]([NH:18][C@H:10]3[C@H:9]([C:4]4[CH:5]=[CH:6][C:7]([F:8])=[C:2]([F:1])[CH:3]=4)[CH2:13][N:12]([CH2:14][CH2:15][O:16][CH3:17])[CH2:11]3)=[O:32])=[C:28]([CH3:40])[C:27]([CH3:41])=[N:26]2)[CH2:20][CH2:21][CH2:22][CH2:23][CH2:24]1. The catalyst class is: 44. (3) Reactant: [Cl:1][C:2]1[N:3]=[C:4]([N:11]2[CH2:16][CH2:15][O:14][CH2:13][CH2:12]2)[C:5]2[CH:10]=[CH:9][O:8][C:6]=2[N:7]=1.C([Li])CCC.[I:22]I. Product: [Cl:1][C:2]1[N:3]=[C:4]([N:11]2[CH2:16][CH2:15][O:14][CH2:13][CH2:12]2)[C:5]2[CH:10]=[C:9]([I:22])[O:8][C:6]=2[N:7]=1. The catalyst class is: 1. (4) Reactant: [CH:1]1([C:4]2[CH:39]=[CH:38][C:7]([CH2:8][N:9]3[C:13](=[O:14])[N:12]([CH2:15][CH3:16])[C:11]([CH2:17][CH2:18][CH2:19][C:20]4[CH:25]=[CH:24][C:23]([C:26]5[CH:31]=[CH:30][CH:29]=[C:28]([CH2:32][C:33]([O:35]CC)=[O:34])[CH:27]=5)=[CH:22][CH:21]=4)=[N:10]3)=[CH:6][CH:5]=2)[CH2:3][CH2:2]1.O.[Li+].[OH-]. Product: [CH:1]1([C:4]2[CH:39]=[CH:38][C:7]([CH2:8][N:9]3[C:13](=[O:14])[N:12]([CH2:15][CH3:16])[C:11]([CH2:17][CH2:18][CH2:19][C:20]4[CH:25]=[CH:24][C:23]([C:26]5[CH:31]=[CH:30][CH:29]=[C:28]([CH2:32][C:33]([OH:35])=[O:34])[CH:27]=5)=[CH:22][CH:21]=4)=[N:10]3)=[CH:6][CH:5]=2)[CH2:3][CH2:2]1. The catalyst class is: 36. (5) Reactant: [N+:1]([C:4]1[C:5]([CH2:10][C:11]([O:13][CH3:14])=[O:12])=[N:6][CH:7]=[CH:8][CH:9]=1)([O-])=O. Product: [NH2:1][C:4]1[C:5]([CH2:10][C:11]([O:13][CH3:14])=[O:12])=[N:6][CH:7]=[CH:8][CH:9]=1. The catalyst class is: 5. (6) Reactant: [C:1]([CH:5]1[N:14]2[C:9](=[CH:10][C:11](=[O:20])[C:12]([C:15]([O:17]CC)=[O:16])=[CH:13]2)[C:8]2[CH:21]=[C:22]([O:35][CH3:36])[C:23]([O:25][CH2:26][CH2:27][CH2:28][N:29]3[CH2:33][CH2:32][CH2:31][C:30]3=[O:34])=[CH:24][C:7]=2[CH2:6]1)([CH3:4])([CH3:3])[CH3:2].CO.O[Li].O.Cl. Product: [C:1]([CH:5]1[N:14]2[C:9](=[CH:10][C:11](=[O:20])[C:12]([C:15]([OH:17])=[O:16])=[CH:13]2)[C:8]2[CH:21]=[C:22]([O:35][CH3:36])[C:23]([O:25][CH2:26][CH2:27][CH2:28][N:29]3[CH2:33][CH2:32][CH2:31][C:30]3=[O:34])=[CH:24][C:7]=2[CH2:6]1)([CH3:4])([CH3:2])[CH3:3]. The catalyst class is: 6.